This data is from Catalyst prediction with 721,799 reactions and 888 catalyst types from USPTO. The task is: Predict which catalyst facilitates the given reaction. (1) Reactant: [Cl:1][C:2]1[CH:11]=[C:10]([CH3:12])[CH:9]=[C:8]([Cl:13])[C:3]=1[O:4][CH2:5][CH2:6][OH:7].C(N(CC)CC)C.C(Cl)Cl.[CH3:24][S:25](Cl)(=[O:27])=[O:26]. Product: [CH3:24][S:25]([O:7][CH2:6][CH2:5][O:4][C:3]1[C:2]([Cl:1])=[CH:11][C:10]([CH3:12])=[CH:9][C:8]=1[Cl:13])(=[O:27])=[O:26]. The catalyst class is: 6. (2) Reactant: [C:1]([C:3]1[CH:8]=[CH:7][CH:6]=[CH:5][C:4]=1[C:9]1[CH:14]=[CH:13][C:12]([CH2:15][C:16]2[C:17](=[O:41])[N:18]([C@H:28]3[CH2:33][CH2:32][C@H:31]([O:34][CH2:35][C:36]([O:38]CC)=[O:37])[CH2:30][CH2:29]3)[C:19]3[N:20]([N:25]=[CH:26][N:27]=3)[C:21]=2[CH2:22][CH2:23][CH3:24])=[CH:11][CH:10]=1)#[N:2].[OH-].[Na+].CO.Cl. Product: [C:1]([C:3]1[CH:8]=[CH:7][CH:6]=[CH:5][C:4]=1[C:9]1[CH:14]=[CH:13][C:12]([CH2:15][C:16]2[C:17](=[O:41])[N:18]([C@H:28]3[CH2:33][CH2:32][C@H:31]([O:34][CH2:35][C:36]([OH:38])=[O:37])[CH2:30][CH2:29]3)[C:19]3[N:20]([N:25]=[CH:26][N:27]=3)[C:21]=2[CH2:22][CH2:23][CH3:24])=[CH:11][CH:10]=1)#[N:2]. The catalyst class is: 132. (3) Reactant: [OH:1][C:2]1[CH:9]=[CH:8][C:5]([CH:6]=[O:7])=[CH:4][C:3]=1[O:10][CH3:11].C(=O)([O-])[O-].[Li+].[Li+].F[C:19]1[CH:26]=[CH:25][C:24]([C:27]([F:30])([F:29])[F:28])=[CH:23][C:20]=1[C:21]#[N:22].O. Product: [CH:6]([C:5]1[CH:8]=[CH:9][C:2]([O:1][C:19]2[CH:26]=[CH:25][C:24]([C:27]([F:28])([F:30])[F:29])=[CH:23][C:20]=2[C:21]#[N:22])=[C:3]([O:10][CH3:11])[CH:4]=1)=[O:7]. The catalyst class is: 16. (4) Reactant: C(Cl)(=O)C(Cl)=O.[Br:7][C:8]1[CH:13]=[CH:12][C:11]([F:14])=[CH:10][C:9]=1/[CH:15]=[CH:16]/[C:17]([OH:19])=O.CN(C)C=O.Cl.[CH3:26][NH:27][O:28][CH3:29].CCN(C(C)C)C(C)C. Product: [Br:7][C:8]1[CH:13]=[CH:12][C:11]([F:14])=[CH:10][C:9]=1/[CH:15]=[CH:16]/[C:17]([N:27]([O:28][CH3:29])[CH3:26])=[O:19]. The catalyst class is: 112.